This data is from Forward reaction prediction with 1.9M reactions from USPTO patents (1976-2016). The task is: Predict the product of the given reaction. (1) Given the reactants [F:1][C:2]1[C:11]2[C:6](=[CH:7][CH:8]=[C:9]([N+:12]([O-:14])=[O:13])[CH:10]=2)[C:5](O)=[N:4][CH:3]=1.P(Cl)(Cl)([Cl:18])=O, predict the reaction product. The product is: [Cl:18][C:5]1[C:6]2[C:11](=[CH:10][C:9]([N+:12]([O-:14])=[O:13])=[CH:8][CH:7]=2)[C:2]([F:1])=[CH:3][N:4]=1. (2) The product is: [N:12]1([NH:11][C:10](=[O:13])[O:14][C:15]([CH3:18])([CH3:17])[CH3:16])[CH:3]=[CH:7][CH:6]=[CH:5]1. Given the reactants CO[CH:3]1[CH2:7][CH2:6][CH:5](OC)O1.[C:10]([O:14][C:15]([CH3:18])([CH3:17])[CH3:16])(=[O:13])[NH:11][NH2:12].C(=O)([O-])[O-].[Na+].[Na+], predict the reaction product. (3) The product is: [Cl:21][C:22]1[CH:23]=[C:24]([C:2]2[CH:3]=[CH:4][C:5]3[NH:11][C:10](=[O:12])[CH2:9][O:8][C:7]([CH2:18][CH3:19])([C:13]4[S:14][CH:15]=[CH:16][CH:17]=4)[C:6]=3[CH:20]=2)[CH:25]=[CH:26][C:27]=1[F:28]. Given the reactants Br[C:2]1[CH:3]=[CH:4][C:5]2[NH:11][C:10](=[O:12])[CH2:9][O:8][C:7]([CH2:18][CH3:19])([C:13]3[S:14][CH:15]=[CH:16][CH:17]=3)[C:6]=2[CH:20]=1.[Cl:21][C:22]1[CH:23]=[C:24](B(O)O)[CH:25]=[CH:26][C:27]=1[F:28], predict the reaction product. (4) Given the reactants [O:1]=[S:2]1(=[O:28])[C:7]2[CH:8]=[CH:9][CH:10]=[CH:11][C:6]=2[NH:5][C:4]([C:12]2[C:17](=[O:18])[N:16]([N:19]=[CH:20][CH:21](C)[CH3:22])[C:15]3[CH:24]=[CH:25][S:26][C:14]=3[C:13]=2[OH:27])=[N:3]1.[CH3:29]O.[BH4-].[Li+].Cl, predict the reaction product. The product is: [CH:20]1([NH:19][N:16]2[C:17](=[O:18])[C:12]([C:4]3[NH:5][C:6]4[CH:11]=[CH:10][CH:9]=[CH:8][C:7]=4[S:2](=[O:1])(=[O:28])[N:3]=3)=[C:13]([OH:27])[C:14]3[S:26][CH:25]=[CH:24][C:15]2=3)[CH2:29][CH2:22][CH2:21]1. (5) Given the reactants [CH3:1][O:2][C:3]1[CH:4]=[C:5]2[C:10](=[CH:11][C:12]=1[O:13][CH3:14])[N:9]=[CH:8][CH:7]=[C:6]2[O:15][C:16]1[CH:22]=[CH:21][C:19]([NH2:20])=[C:18]([CH3:23])[C:17]=1[CH3:24].C(N(CC)CC)C.ClC(Cl)(O[C:36](=[O:42])OC(Cl)(Cl)Cl)Cl.[CH2:44]([N:48]([CH2:52][CH2:53][CH2:54][CH3:55])[CH2:49][CH2:50][NH2:51])[CH2:45][CH2:46][CH3:47], predict the reaction product. The product is: [CH2:44]([N:48]([CH2:52][CH2:53][CH2:54][CH3:55])[CH2:49][CH2:50][NH:51][C:36]([NH:20][C:19]1[CH:21]=[CH:22][C:16]([O:15][C:6]2[C:5]3[C:10](=[CH:11][C:12]([O:13][CH3:14])=[C:3]([O:2][CH3:1])[CH:4]=3)[N:9]=[CH:8][CH:7]=2)=[C:17]([CH3:24])[C:18]=1[CH3:23])=[O:42])[CH2:45][CH2:46][CH3:47].